This data is from Retrosynthesis with 50K atom-mapped reactions and 10 reaction types from USPTO. The task is: Predict the reactants needed to synthesize the given product. The reactants are: Cc1cn([C@H]2C[C@H](O)[C@@H](CN=[N+]=[N-])O2)c(=O)[nH]c1=O. Given the product Cc1cn([C@H]2C[C@H](O)[C@@H](CN)O2)c(=O)[nH]c1=O, predict the reactants needed to synthesize it.